This data is from Reaction yield outcomes from USPTO patents with 853,638 reactions. The task is: Predict the reaction yield, written as a fraction of the theoretical maximum amount of product (1.0 means a 100% yield; for example, 0.34 means a 34% yield). (1) The reactants are [C:1]([O:5][C:6]([C:8]1[O:9][C:10]2[CH:17]=[CH:16][CH:15]=[C:14]([OH:18])[C:11]=2[C:12]=1[CH3:13])=[O:7])([CH3:4])([CH3:3])[CH3:2].Br[CH2:20][C:21]([O:23][CH2:24][CH3:25])=[O:22].CN(C=O)C. The catalyst is O. The product is [C:1]([O:5][C:6]([C:8]1[O:9][C:10]2[CH:17]=[CH:16][CH:15]=[C:14]([O:18][CH2:20][C:21]([O:23][CH2:24][CH3:25])=[O:22])[C:11]=2[C:12]=1[CH3:13])=[O:7])([CH3:4])([CH3:2])[CH3:3]. The yield is 0.900. (2) The catalyst is C1COCC1.CCOC(C)=O. The product is [Cl:16][C:17]1[N:18]=[C:19]([O:15][CH:11]2[CH2:14][CH2:13][CH2:12]2)[C:20]([C:24]([NH:26][CH:27]2[CH:34]3[CH2:35][CH:30]4[CH2:31][C:32]([OH:37])([CH2:36][CH:28]2[CH2:29]4)[CH2:33]3)=[O:25])=[CH:21][N:22]=1. The reactants are C[Si]([N-][Si](C)(C)C)(C)C.[Na+].[CH:11]1([OH:15])[CH2:14][CH2:13][CH2:12]1.[Cl:16][C:17]1[N:22]=[C:21](Cl)[C:20]([C:24]([NH:26][CH:27]2[CH:34]3[CH2:35][CH:30]4[CH2:31][C:32]([OH:37])([CH2:36][CH:28]2[CH2:29]4)[CH2:33]3)=[O:25])=[CH:19][N:18]=1. The yield is 0.510. (3) The reactants are [NH2:1][C:2]1[N:24]=[C:5]2[CH:6]=[CH:7][C:8]([C:10]3[CH:23]=[CH:22][C:13]([C:14]([NH:16][CH2:17][C:18]([F:21])([F:20])[F:19])=[O:15])=[CH:12][CH:11]=3)=[CH:9][N:4]2[N:3]=1.[C:25]([NH:29][C:30](=[O:44])[C:31]1[CH:36]=[CH:35][C:34](I)=[C:33]([O:38][CH2:39][C:40]([F:43])([F:42])[F:41])[CH:32]=1)([CH3:28])([CH3:27])[CH3:26].CC(C1C=C(C(C)C)C(C2C=CC=CC=2P(C2CCCCC2)C2CCCCC2)=C(C(C)C)C=1)C.CC(C)([O-])C.[Na+]. No catalyst specified. The product is [C:25]([NH:29][C:30](=[O:44])[C:31]1[CH:36]=[CH:35][C:34]([NH:1][C:2]2[N:24]=[C:5]3[CH:6]=[CH:7][C:8]([C:10]4[CH:11]=[CH:12][C:13]([C:14](=[O:15])[NH:16][CH2:17][C:18]([F:19])([F:20])[F:21])=[CH:22][CH:23]=4)=[CH:9][N:4]3[N:3]=2)=[C:33]([O:38][CH2:39][C:40]([F:42])([F:43])[F:41])[CH:32]=1)([CH3:28])([CH3:26])[CH3:27]. The yield is 0.490.